The task is: Predict the reactants needed to synthesize the given product.. This data is from Full USPTO retrosynthesis dataset with 1.9M reactions from patents (1976-2016). (1) Given the product [CH2:1]([O:8][C:9]1[CH:10]=[C:11]2[C:16](=[CH:17][CH:18]=1)[N:15]=[C:14]([C:22]1[C:21]([Cl:20])=[CH:26][CH:25]=[CH:24][C:23]=1[Cl:27])[CH:13]=[CH:12]2)[C:2]1[CH:7]=[CH:6][CH:5]=[CH:4][CH:3]=1, predict the reactants needed to synthesize it. The reactants are: [CH2:1]([O:8][C:9]1[CH:10]=[C:11]2[C:16](=[CH:17][CH:18]=1)[N:15]=[C:14](Cl)[CH:13]=[CH:12]2)[C:2]1[CH:7]=[CH:6][CH:5]=[CH:4][CH:3]=1.[Cl:20][C:21]1[CH:26]=[CH:25][CH:24]=[C:23]([Cl:27])[C:22]=1B(O)O.C([O-])(O)=O.[Na+]. (2) Given the product [CH3:30][O:31][C:32]1[CH:37]=[CH:36][C:35]([O:38][CH2:39][CH2:40][O:41][CH2:42][N:15]2[C:14]3[C:9](=[N:10][CH:11]=[N:12][C:13]=3[NH2:17])[N:8]=[CH:16]2)=[CH:34][CH:33]=1, predict the reactants needed to synthesize it. The reactants are: C1(C(C2C=CC=CC=2)(C2C=CC=CC=2)[N:8]2[CH:16]=[N:15][C:14]3[C:9]2=[N:10][CH:11]=[N:12][C:13]=3[NH2:17])C=CC=CC=1.[CH3:30][O:31][C:32]1[CH:37]=[CH:36][C:35]([O:38][CH2:39][CH2:40][O:41][CH2:42]Cl)=[CH:34][CH:33]=1.ClCCOCN1C2C(=NC=NC=2N)N=C1.CCO. (3) Given the product [Cl:19][C:20]1[CH:27]=[C:24]([CH2:25][N:1]2[CH:2]([C:9]3[C:14]([O:15][CH3:16])=[CH:13][CH:12]=[CH:11][C:10]=3[O:17][CH3:18])[CH2:3][CH2:4][C:5]2=[O:7])[CH:23]=[N:22][C:21]=1[O:28][CH:29]([F:31])[F:30], predict the reactants needed to synthesize it. The reactants are: [NH2:1][CH:2]([C:9]1[C:14]([O:15][CH3:16])=[CH:13][CH:12]=[CH:11][C:10]=1[O:17][CH3:18])[CH2:3][CH2:4][C:5]([O:7]C)=O.[Cl:19][C:20]1[C:21]([O:28][CH:29]([F:31])[F:30])=[N:22][CH:23]=[C:24]([CH:27]=1)[CH:25]=O. (4) The reactants are: [C:1]([C:3]1[C:8]([C:9]2[CH:14]=[CH:13][CH:12]=[C:11]([CH:15]=O)[CH:10]=2)=[CH:7][C:6]([CH2:17][NH:18][C:19]([C:21]2[CH:26]=[CH:25][CH:24]=[C:23]([C:27]([NH:29][CH2:30][C:31]3[C:32]([NH:44][CH:45]4[CH2:50][CH2:49][O:48][CH2:47][CH2:46]4)=[C:33]4[CH:41]=[N:40][N:39]([CH2:42][CH3:43])[C:34]4=[N:35][C:36]=3[CH2:37][CH3:38])=[O:28])[CH:22]=2)=[O:20])=[CH:5][CH:4]=1)#[N:2].[CH3:51][N:52]1[CH2:58][CH2:57][CH2:56][NH:55][CH2:54][CH2:53]1.C(O[BH-](OC(=O)C)OC(=O)C)(=O)C.[Na+].CC(O)=O. Given the product [C:1]([C:3]1[C:8]([C:9]2[CH:14]=[CH:13][CH:12]=[C:11]([CH2:15][N:55]3[CH2:56][CH2:57][CH2:58][N:52]([CH3:51])[CH2:53][CH2:54]3)[CH:10]=2)=[CH:7][C:6]([CH2:17][NH:18][C:19]([C:21]2[CH:26]=[CH:25][CH:24]=[C:23]([C:27]([NH:29][CH2:30][C:31]3[C:32]([NH:44][CH:45]4[CH2:50][CH2:49][O:48][CH2:47][CH2:46]4)=[C:33]4[CH:41]=[N:40][N:39]([CH2:42][CH3:43])[C:34]4=[N:35][C:36]=3[CH2:37][CH3:38])=[O:28])[CH:22]=2)=[O:20])=[CH:5][CH:4]=1)#[N:2], predict the reactants needed to synthesize it.